Task: Predict the product of the given reaction.. Dataset: Forward reaction prediction with 1.9M reactions from USPTO patents (1976-2016) (1) Given the reactants [F:1][C:2]1[CH:7]=[CH:6][CH:5]=[C:4]([O:8][C:9]2[CH:14]=[CH:13][C:12](I)=[CH:11][CH:10]=2)[C:3]=1[F:16].[CH3:17][C:18]1([CH3:34])[C:22]([CH3:24])([CH3:23])[O:21][B:20]([B:20]2[O:21][C:22]([CH3:24])([CH3:23])[C:18]([CH3:34])([CH3:17])[O:19]2)[O:19]1.C([O-])(=O)C.[K+], predict the reaction product. The product is: [F:16][C:3]1[C:2]([F:1])=[CH:7][CH:6]=[CH:5][C:4]=1[O:8][C:9]1[CH:14]=[CH:13][C:12]([B:20]2[O:21][C:22]([CH3:24])([CH3:23])[C:18]([CH3:34])([CH3:17])[O:19]2)=[CH:11][CH:10]=1. (2) Given the reactants [F:1][C:2]([F:11])([F:10])[C:3]1[CH:4]=[C:5]([CH:7]=[CH:8][CH:9]=1)[NH2:6].[CH2:12]([N:16]=[C:17]=[S:18])[CH2:13][CH2:14][CH3:15], predict the reaction product. The product is: [CH2:12]([NH:16][C:17]([NH:6][C:5]1[CH:7]=[CH:8][CH:9]=[C:3]([C:2]([F:10])([F:11])[F:1])[CH:4]=1)=[S:18])[CH2:13][CH2:14][CH3:15]. (3) Given the reactants [Li][CH2:2]CCC.[Br:6][C:7]1[CH:15]=[CH:14][C:10]([C:11]([OH:13])=[O:12])=[C:9]([CH3:16])[CH:8]=1.CI.O, predict the reaction product. The product is: [Br:6][C:7]1[CH:15]=[CH:14][C:10]([C:11]([OH:13])=[O:12])=[C:9]([CH2:16][CH3:2])[CH:8]=1. (4) Given the reactants [OH:1][CH:2]=[CH:3][C:4](=[O:11])[C:5]([O:9][CH3:10])([O:7][CH3:8])[CH3:6].[Na].S([O-])(O[CH3:17])(=O)=O, predict the reaction product. The product is: [CH3:17][O:1][CH:2]=[CH:3][C:4](=[O:11])[C:5]([O:9][CH3:10])([O:7][CH3:8])[CH3:6]. (5) Given the reactants [Cl:1][C:2]1[CH:3]=[C:4]([C:12]2[O:16][N:15]=[C:14]([C:17]3[C:22]4[CH:23]=[CH:24][O:25][C:21]=4[C:20](O)=[CH:19][CH:18]=3)[N:13]=2)[CH:5]=[N:6][C:7]=1[O:8][CH:9]([CH3:11])[CH3:10].[C:27]([O-:30])([O-])=O.[K+].[K+].[CH3:33][CH2:34][O:35][C:36]([CH3:38])=[O:37].[CH3:39]N(C=O)C, predict the reaction product. The product is: [Cl:1][C:2]1[CH:3]=[C:4]([C:12]2[O:16][N:15]=[C:14]([C:17]3[C:22]4[CH:23]=[CH:24][O:25][C:21]=4[C:20]([O:30][CH2:27][CH2:39][CH2:38][C:36]([O:35][CH2:34][CH3:33])=[O:37])=[CH:19][CH:18]=3)[N:13]=2)[CH:5]=[N:6][C:7]=1[O:8][CH:9]([CH3:11])[CH3:10]. (6) Given the reactants [CH:1]([C:3]1[CH:8]=[CH:7][C:6]([CH:9]2[CH2:13][CH2:12][CH2:11][N:10]2[C:14]([O:16][CH2:17][C:18]2[CH:23]=[CH:22][CH:21]=[CH:20][CH:19]=2)=[O:15])=[CH:5][CH:4]=1)=O.[NH2:24][C:25]1[CH:33]=[CH:32][CH:31]=[C:30]2[C:26]=1[CH2:27][O:28][C:29]2=[O:34].[O-]S([O-])(=O)=O.[Mg+2], predict the reaction product. The product is: [O:34]=[C:29]1[C:30]2[C:26](=[C:25](/[N:24]=[CH:1]/[C:3]3[CH:4]=[CH:5][C:6]([CH:9]4[CH2:13][CH2:12][CH2:11][N:10]4[C:14]([O:16][CH2:17][C:18]4[CH:23]=[CH:22][CH:21]=[CH:20][CH:19]=4)=[O:15])=[CH:7][CH:8]=3)[CH:33]=[CH:32][CH:31]=2)[CH2:27][O:28]1. (7) The product is: [CH2:12]([O:11][C:9]1[C:10]2[C:2]([C:35]#[C:34][C:33]([O:37][CH3:38])=[O:36])=[CH:3][N:4]([S:16]([C:19]3[CH:25]=[CH:24][C:22]([CH3:23])=[CH:21][CH:20]=3)(=[O:18])=[O:17])[C:5]=2[N:6]=[CH:7][N:8]=1)[CH:13]([CH3:15])[CH3:14]. Given the reactants I[C:2]1[C:10]2[C:9]([O:11][CH2:12][CH:13]([CH3:15])[CH3:14])=[N:8][CH:7]=[N:6][C:5]=2[N:4]([S:16]([C:19]2[CH:25]=[CH:24][C:22]([CH3:23])=[CH:21][CH:20]=2)(=[O:18])=[O:17])[CH:3]=1.CN1CCOCC1.[C:33]([O:37][CH3:38])(=[O:36])[C:34]#[CH:35].C(O)(=O)C, predict the reaction product.